From a dataset of Reaction yield outcomes from USPTO patents with 853,638 reactions. Predict the reaction yield, written as a fraction of the theoretical maximum amount of product (1.0 means a 100% yield; for example, 0.34 means a 34% yield). (1) The reactants are [C:12]([O:11][C:9](O[C:9]([O:11][C:12]([CH3:15])([CH3:14])[CH3:13])=[O:10])=[O:10])([CH3:15])([CH3:14])[CH3:13].[CH2:16]([NH2:19])[CH2:17][NH2:18]. The catalyst is ClCCl. The product is [NH2:18][CH2:17][CH2:16][NH:19][C:9]([O:11][C:12]([CH3:13])([CH3:14])[CH3:15])=[O:10]. The yield is 0.500. (2) The reactants are [CH3:1][S:2](Cl)(=[O:4])=[O:3].[CH3:6][C:7]1[CH:8]=[C:9]([CH:11]=[C:12]([CH3:21])[C:13]=1[S:14]([CH2:17][N+:18]([O-:20])=[O:19])(=[O:16])=[O:15])[NH2:10].N1C=CC=CC=1.C(OCC)(=O)C. The catalyst is O1CCCC1. The product is [CH3:21][C:12]1[CH:11]=[C:9]([NH:10][S:2]([CH3:1])(=[O:4])=[O:3])[CH:8]=[C:7]([CH3:6])[C:13]=1[S:14]([CH2:17][N+:18]([O-:20])=[O:19])(=[O:15])=[O:16]. The yield is 0.220. (3) The yield is 0.890. The catalyst is O1CCOCC1. The reactants are [OH:1][C@H:2]([CH2:8][CH3:9])[CH2:3][C:4](OC)=[O:5].C[Si](C)(C)[O-].[K+].C(N(CC)C(C)C)(C)C.Cl.Cl.[O:27]1[C:32]2=[CH:33][CH:34]=[CH:35][C:31]2=[CH:30][C:29]([CH:36]2[CH2:41][CH2:40][CH2:39][CH2:38][N:37]2[CH2:42][CH2:43][C@H:44]2[CH2:49][CH2:48][C@H:47]([NH2:50])[CH2:46][CH2:45]2)=[CH:28]1.CN(C(ON1N=NC2C=CC=CC1=2)=[N+](C)C)C.[B-](F)(F)(F)F.C([O-])(O)=O.[Na+]. The product is [O:27]1[C:32]2=[CH:33][CH:34]=[CH:35][C:31]2=[CH:30][C:29]([CH:36]2[CH2:41][CH2:40][CH2:39][CH2:38][N:37]2[CH2:42][CH2:43][C@H:44]2[CH2:45][CH2:46][C@H:47]([NH:50][C:4](=[O:5])[CH2:3][C@H:2]([OH:1])[CH2:8][CH3:9])[CH2:48][CH2:49]2)=[CH:28]1. (4) The reactants are CC1C=CC(S(O[CH2:12][CH:13]2[CH2:17][C:16]3[CH:18]=[CH:19][CH:20]=[C:21](OS(C(F)(F)F)(=O)=O)[C:15]=3[O:14]2)(=O)=O)=CC=1.[C:30]1(B(O)O)[C:39]2[C:34](=[CH:35][CH:36]=[CH:37][CH:38]=2)[CH:33]=[CH:32][CH:31]=1.P([O-])([O-])([O-])=O.[K+].[K+].[K+].CC1C=CC(S(OCC2CC3C=CC=C(C4C5C(=CC=CC=5)C=CC=4)C=3O2)(=O)=O)=CC=1.S(C1C=CC(C)=CC=1)([O-])(=O)=O.[N-:93]=[N+]=[N-].[Na+].N(CC1CC2C=CC=C(C3C4C(=CC=CC=4)C=CC=3)C=2O1)=[N+]=[N-].[N-]=[N+]=[N-]. The catalyst is [Pd].C1C=CC([P]([Pd]([P](C2C=CC=CC=2)(C2C=CC=CC=2)C2C=CC=CC=2)([P](C2C=CC=CC=2)(C2C=CC=CC=2)C2C=CC=CC=2)[P](C2C=CC=CC=2)(C2C=CC=CC=2)C2C=CC=CC=2)(C2C=CC=CC=2)C2C=CC=CC=2)=CC=1. The product is [C:30]1([C:21]2[C:15]3[O:14][CH:13]([CH2:12][NH2:93])[CH2:17][C:16]=3[CH:18]=[CH:19][CH:20]=2)[C:39]2[C:34](=[CH:35][CH:36]=[CH:37][CH:38]=2)[CH:33]=[CH:32][CH:31]=1. The yield is 0.100. (5) The reactants are [CH3:1][C:2]1[CH:7]=[CH:6][N:5]=[CH:4][CH:3]=1.[Br:8][C:9]1[CH:14]=[CH:13][C:12]([C@H:15]([C:23]2[CH:28]=[CH:27][CH:26]=[CH:25][C:24]=2[CH3:29])[CH2:16][C:17](N(OC)C)=[O:18])=[CH:11][CH:10]=1.C([O-])(O)=O.[Na+]. The catalyst is C1COCC1. The product is [Br:8][C:9]1[CH:10]=[CH:11][C:12]([C@H:15]([C:23]2[CH:28]=[CH:27][CH:26]=[CH:25][C:24]=2[CH3:29])[CH2:16][C:17](=[O:18])[CH2:1][C:2]2[CH:7]=[CH:6][N:5]=[CH:4][CH:3]=2)=[CH:13][CH:14]=1. The yield is 0.510. (6) The reactants are [CH3:1][O:2][C:3]1[CH:4]=[C:5]2[C:10](=O)[NH:9][C:7](=O)[C:6]2=[CH:12][CH:13]=1.B.CO.Cl. The catalyst is O1CCCC1. The product is [CH3:1][O:2][C:3]1[CH:4]=[C:5]2[C:6](=[CH:12][CH:13]=1)[CH2:7][NH:9][CH2:10]2. The yield is 0.470. (7) The reactants are [Cl-].O[NH3+:3].[C:4](=[O:7])([O-])[OH:5].[Na+].CS(C)=O.[CH2:13]([C:17]1[N:18]=[C:19]([CH3:51])[N:20]([CH2:39][C:40]2[C:48]3[O:47][C:46]([CH3:50])([CH3:49])[CH2:45][C:44]=3[CH:43]=[CH:42][CH:41]=2)[C:21](=[O:38])[C:22]=1[CH2:23][C:24]1[CH:29]=[CH:28][C:27]([C:30]2[C:31]([C:36]#[N:37])=[CH:32][CH:33]=[CH:34][CH:35]=2)=[CH:26][CH:25]=1)[CH2:14][CH2:15][CH3:16]. The catalyst is C(OCC)(=O)C. The product is [CH2:13]([C:17]1[N:18]=[C:19]([CH3:51])[N:20]([CH2:39][C:40]2[C:48]3[O:47][C:46]([CH3:50])([CH3:49])[CH2:45][C:44]=3[CH:43]=[CH:42][CH:41]=2)[C:21](=[O:38])[C:22]=1[CH2:23][C:24]1[CH:25]=[CH:26][C:27]([C:30]2[CH:35]=[CH:34][CH:33]=[CH:32][C:31]=2[C:36]2[NH:3][C:4](=[O:7])[O:5][N:37]=2)=[CH:28][CH:29]=1)[CH2:14][CH2:15][CH3:16]. The yield is 0.210.